Dataset: Forward reaction prediction with 1.9M reactions from USPTO patents (1976-2016). Task: Predict the product of the given reaction. (1) Given the reactants Br[C:2]1[CH:3]=[C:4]([CH:7]=[CH:8][C:9]=1[O:10][CH3:11])[CH:5]=[O:6].[CH3:12][C:13]1[C:14](B(O)O)=[CH:15][C:16]2[C:17]([CH3:26])([CH3:25])[CH2:18][CH2:19][C:20]([CH3:24])([CH3:23])[C:21]=2[CH:22]=1.C(=O)([O-])[O-].[K+].[K+], predict the reaction product. The product is: [CH3:12][C:13]1[C:14]([C:2]2[CH:3]=[C:4]([CH:7]=[CH:8][C:9]=2[O:10][CH3:11])[CH:5]=[O:6])=[CH:15][C:16]2[C:17]([CH3:26])([CH3:25])[CH2:18][CH2:19][C:20]([CH3:24])([CH3:23])[C:21]=2[CH:22]=1. (2) Given the reactants C(O)(C(F)(F)F)=O.[F:8][C:9]([F:41])([F:40])[C:10]1[N:14]2[N:15]=[C:16]([N:19]3[CH2:24][CH2:23][N:22]([CH2:25][C:26]4[CH:31]=[CH:30][C:29]([NH:32]C(=O)OC(C)(C)C)=[CH:28][CH:27]=4)[CH2:21][CH2:20]3)[CH:17]=[CH:18][C:13]2=[N:12][N:11]=1, predict the reaction product. The product is: [F:41][C:9]([F:8])([F:40])[C:10]1[N:14]2[N:15]=[C:16]([N:19]3[CH2:20][CH2:21][N:22]([CH2:25][C:26]4[CH:31]=[CH:30][C:29]([NH2:32])=[CH:28][CH:27]=4)[CH2:23][CH2:24]3)[CH:17]=[CH:18][C:13]2=[N:12][N:11]=1.